Predict the reactants needed to synthesize the given product. From a dataset of Full USPTO retrosynthesis dataset with 1.9M reactions from patents (1976-2016). (1) Given the product [Cl:1][C:2]1[C:10]2[N:9]=[C:8]3[N:11]([C:16]4[C:21]([Cl:22])=[CH:20][C:19]([Cl:23])=[CH:18][N:17]=4)[CH2:12][CH2:13][CH2:14][CH2:15][N:7]3[C:6]=2[C:5]([CH:24]([OH:25])[CH2:26][CH3:27])=[CH:4][CH:3]=1, predict the reactants needed to synthesize it. The reactants are: [Cl:1][C:2]1[C:10]2[N:9]=[C:8]3[N:11]([C:16]4[C:21]([Cl:22])=[CH:20][C:19]([Cl:23])=[CH:18][N:17]=4)[CH2:12][CH2:13][CH2:14][CH2:15][N:7]3[C:6]=2[C:5]([CH2:24][OH:25])=[CH:4][CH:3]=1.[CH3:26][C:27](OI1(OC(C)=O)(OC(C)=O)OC(=O)C2C=CC=CC1=2)=O.C([Mg]Br)C.C(OCC)C. (2) Given the product [CH3:24][N:2]([CH3:1])[C:3]1[CH:4]=[CH:5][C:6]([CH2:7][CH:8]2[C:17]3[C:12](=[CH:13][C:14]([O:20][CH3:21])=[C:15]([O:18][CH3:19])[CH:16]=3)[CH2:11][CH2:10][N:9]2[CH2:26][C:27]([NH:37][CH2:30][C:31]2[CH:36]=[CH:35][CH:34]=[CH:33][CH:32]=2)=[O:28])=[CH:22][CH:23]=1, predict the reactants needed to synthesize it. The reactants are: [CH3:1][N:2]([CH3:24])[C:3]1[CH:23]=[CH:22][C:6]([CH2:7][CH:8]2[C:17]3[C:12](=[CH:13][C:14]([O:20][CH3:21])=[C:15]([O:18][CH3:19])[CH:16]=3)[CH2:11][CH2:10][NH:9]2)=[CH:5][CH:4]=1.Br[CH2:26][C:27](Br)=[O:28].[CH2:30]([NH2:37])[C:31]1[CH:36]=[CH:35][CH:34]=[CH:33][CH:32]=1. (3) Given the product [Cl:22][C:23]1[CH:24]=[C:25]([C:29]2[C:32]([CH3:33])=[N:21][C:17]3[N:18]([N:19]=[CH:20][C:16]=3[C:4]3[CH:5]=[C:6]([N:9]4[CH2:14][CH2:13][N:12]([CH3:15])[CH2:11][CH2:10]4)[CH:7]=[CH:8][C:3]=3[O:2][CH3:1])[C:30]=2[NH2:31])[CH:26]=[CH:27][CH:28]=1, predict the reactants needed to synthesize it. The reactants are: [CH3:1][O:2][C:3]1[CH:8]=[CH:7][C:6]([N:9]2[CH2:14][CH2:13][N:12]([CH3:15])[CH2:11][CH2:10]2)=[CH:5][C:4]=1[C:16]1[CH:20]=[N:19][NH:18][C:17]=1[NH2:21].[Cl:22][C:23]1[CH:24]=[C:25]([CH:29]([C:32](=O)[CH3:33])[C:30]#[N:31])[CH:26]=[CH:27][CH:28]=1.